Dataset: Peptide-MHC class I binding affinity with 185,985 pairs from IEDB/IMGT. Task: Regression. Given a peptide amino acid sequence and an MHC pseudo amino acid sequence, predict their binding affinity value. This is MHC class I binding data. (1) The peptide sequence is KLHSGKDVF. The MHC is HLA-B15:01 with pseudo-sequence HLA-B15:01. The binding affinity (normalized) is 0.855. (2) The MHC is HLA-B07:02 with pseudo-sequence HLA-B07:02. The peptide sequence is VLEWRFDSRL. The binding affinity (normalized) is 0. (3) The peptide sequence is IQKNPDGSW. The MHC is HLA-A30:01 with pseudo-sequence HLA-A30:01. The binding affinity (normalized) is 0.0847.